From a dataset of Experimentally validated miRNA-target interactions with 360,000+ pairs, plus equal number of negative samples. Binary Classification. Given a miRNA mature sequence and a target amino acid sequence, predict their likelihood of interaction. (1) The miRNA is mmu-miR-324-5p with sequence CGCAUCCCCUAGGGCAUUGGUGU. The protein sequence of the target gene is MGKGCKVVVCGLLSVGKTAILEQLLYGNHTIGMEDCETMEDVYMASVETDRGVKEQLHLYDTRGLQEGVELPKHYFSFADGFVLVYSVNNLESFQRVELLKKEIDKFKDKKEVAIVVLGNKIDLSEQRQVDAEVAQQWAKSEKVRLWEVTVTDRKTLIEPFTLLASKLSQPQSKSSFPLPGRKNKGNSNSEN. Result: 0 (no interaction). (2) The miRNA is hsa-miR-6501-5p with sequence AGUUGCCAGGGCUGCCUUUGGU. The protein sequence of the target gene is MQPESGANGTVIAEFILLGLLEAPGLQPVVFVLFLFAYLVTVRGNLSILAAVLVEPKLHTPMYFFLGNLSVLDVGCISVTVPSMLSRLLSRKRAVPCGACLTQLFFFHLFVGVDCFLLTAMAYDRFLAICRPLTYSTRMSQTVQRMLVAASWACAFTNALTHTVAMSTLNFCGPNVINHFYCDLPQLFQLSCSSTQLNELLLFAVGFIMAGTPMALIVISYIHVAAAVLRIRSVEGRKKAFSTCGSHLTVVAIFYGSGIFNYMRLGSTKLSDKDKAVGIFNTVINPMLNPIIYSFRNPDV.... Result: 0 (no interaction). (3) Result: 0 (no interaction). The miRNA is hsa-miR-4502 with sequence GCUGAUGAUGAUGGUGCUGAAG. The protein sequence of the target gene is MTEALQWARYHWRRLIRGATRDDDSGPYNYSSLLACGRKSSQTPKLSGRHRIVVPHIQPFKDEYEKFSGAYVNNRIRTTKYTLLNFVPRNLFEQFHRAANLYFLFLVVLNWVPLVEAFQKEITMLPLVVVLTIIAIKDGLEDYRKYKIDKQINNLITKVYSRKEKKYIDRCWKDVTVGDFIRLSCNEVIPADMVLLFSTDPDGICHIETSGLDGESNLKQRQVVRGYAEQDSEVDPEKFSSRIECESPNNDLSRFRGFLEHSNKERVGLSKENLLLRGCTIRNTEAVVGIVVYAGHETKA.... (4) The miRNA is hsa-miR-4437 with sequence UGGGCUCAGGGUACAAAGGUU. The protein sequence of the target gene is MAVLSKEYGFVLLTGAASFIMVAHLAINVSKARKKYKVEYPIMYSTDPENGHIFNCIQRAHQNTLEVYPPFLFFLAVGGVYHPRIASGLGLAWIVGRVLYAYGYYTGEPSKRSRGALGSIALLGLVGTTVCSAFQHLGWVKSGLGSGPKCCH. Result: 1 (interaction). (5) The miRNA is hsa-miR-4311 with sequence GAAAGAGAGCUGAGUGUG. The protein sequence of the target gene is MAATEGVGESAAGGEPGQPEQPPPPPPPPPAQQPQEEEMAAEAGEAAASPMDDGFLSLDSPTYVLYRDRAEWADIDPVPQNDGPNPVVQIIYSEKFRDVYDYFRAVLQRDERSERAFKLTRDAIELNAANYTVWHFRRVLLRSLQKDLQEEMNYITAIIEEQPKNYQVWHHRRVLVEWLKDPSQELEFIADILSQDAKNYHAWQHRQWVIQEFRLWDNELQYVDQLLKEDVRNNSVWNQRHFVISNTTGYSDRAVLEREVQYTLEMIKLVPHNESAWNYLKGILQDRGLSRYPNLLNQLL.... Result: 0 (no interaction). (6) The miRNA is hsa-miR-27a-5p with sequence AGGGCUUAGCUGCUUGUGAGCA. The protein sequence of the target gene is MSQSGEENLQGSWVELHFSNGNGSSVPASVSIYNGDMEKILLDAQHESGRSSSKSSHCDSPPRSQTPQDTNRAEIDSHSFGEKNSTLSEEDYIERRREVESILKKNSDWIWDWSSRPENIPPKEFLFKHPKRTATLSMRNTSVMKKGGIFSADFLKVFLPSLLLSHLLAIGLGIYIGRRLTTSTSTF. Result: 0 (no interaction). (7) The miRNA is hsa-miR-513c-5p with sequence UUCUCAAGGAGGUGUCGUUUAU. The protein sequence of the target gene is MTTCSRQFTSSSSMKGSCGIGGGIGGGSSRISSVLAGGSCRAPSTYGGGLSVSSSRFSSGGACGLGGGYGGGFSSSSSSFGSGFGGGYGGGLGAGLGGGFGGGFAGGDGLLVGSEKVTMQNLNDRLASYLDKVRALEEANADLEVKIRDWYQRQRPAEIKDYSPYFKTIEDLRNKILTATVDNANVLLQIDNARLAADDFRTKYETELNLRMSVEADINGLRRVLDELTLARADLEMQIESLKEELAYLKKNHEEEMNALRGQVGGDVNVEMDAAPGVDLSRILNEMRDQYEKMAEKNRK.... Result: 0 (no interaction). (8) The miRNA is mmu-miR-669m-3p with sequence AUAUACAUCCACACAAACAUAU. The protein sequence of the target gene is MAATVNLELDPIFLKALGFLHSKSKDSAEKLKALLDESLARGIDSSYRPTQKDVEPPKISSTKSLSIKQEPKTSSSLPSGSSNGKVLTAEKIKKEAEKRPADKMKDVTEGIDVPKKPRLEKPETRSSPITVQTSKDLSMADLSSFEETSADDFAMEMGLACVVCRQMTVASGNQLVECQECHNLYHQDCHKPQVTDKEVNDPRLVWYCARCTRQMKRMAQKTQKPPQKPAPTVVSVTPTVKDPLVKKPETKLKQETTFLAFKRTEVKPSTVISGNSSSNNVSSSVTSGLTGWAAFAAKTS.... Result: 1 (interaction).